This data is from Buchwald-Hartwig C-N cross coupling reaction yields with 55,370 reactions. The task is: Predict the reaction yield, written as a fraction of the theoretical maximum amount of product (1.0 means a 100% yield; for example, 0.34 means a 34% yield). The reactants are FC(F)(F)c1ccc(I)cc1.Cc1ccc(N)cc1.O=S(=O)(O[Pd]1c2ccccc2-c2ccccc2N~1)C(F)(F)F.COc1ccc(OC)c(P([C@]23C[C@H]4C[C@H](C[C@H](C4)C2)C3)[C@]23C[C@H]4C[C@H](C[C@H](C4)C2)C3)c1-c1c(C(C)C)cc(C(C)C)cc1C(C)C.CCN=P(N=P(N(C)C)(N(C)C)N(C)C)(N(C)C)N(C)C.c1ccc(CN(Cc2ccccc2)c2ccno2)cc1. No catalyst specified. The product is Cc1ccc(Nc2ccc(C(F)(F)F)cc2)cc1. The yield is 0.289.